Dataset: Forward reaction prediction with 1.9M reactions from USPTO patents (1976-2016). Task: Predict the product of the given reaction. (1) Given the reactants Cl.Cl.[CH2:3]([O:5][C:6](=[O:12])[CH2:7][NH:8][CH2:9][CH2:10][NH2:11])[CH3:4].[Cl:13][C:14]1[CH:19]=[CH:18][C:17]([Cl:20])=[CH:16][C:15]=1[C:21]1[S:25][C:24]([S:26](Cl)(=[O:28])=[O:27])=[N:23][N:22]=1, predict the reaction product. The product is: [CH2:3]([O:5][C:6](=[O:12])[CH2:7][NH:8][CH2:9][CH2:10][NH:11][S:26]([C:24]1[S:25][C:21]([C:15]2[CH:16]=[C:17]([Cl:20])[CH:18]=[CH:19][C:14]=2[Cl:13])=[N:22][N:23]=1)(=[O:28])=[O:27])[CH3:4]. (2) Given the reactants [CH2:1]([O:8][C:9](=[O:22])[N:10]([CH2:20][CH3:21])[CH2:11][CH2:12][NH:13]C(=O)C(F)(F)F)[C:2]1[CH:7]=[CH:6][CH:5]=[CH:4][CH:3]=1.[Li+].[OH-], predict the reaction product. The product is: [CH2:1]([O:8][C:9](=[O:22])[N:10]([CH2:11][CH2:12][NH2:13])[CH2:20][CH3:21])[C:2]1[CH:7]=[CH:6][CH:5]=[CH:4][CH:3]=1. (3) Given the reactants [NH2:1][C:2]1[CH:12]=[CH:11][CH:10]=[C:4]([C:5]([O:7]CC)=[O:6])[C:3]=1[C:13]([O:15]CC)=O.NC1C=CC=C(C(OC)=O)C=1C(OC)=O.[CH2:33]1[C:42]2[C:37](=[CH:38][CH:39]=[CH:40][CH:41]=2)[CH2:36][CH2:35][C:34]1=O.[Cl-].[Cl-].[Cl-].[Al+3], predict the reaction product. The product is: [O:15]=[C:13]1[C:38]2[C:37]3[CH:36]=[CH:35][CH:34]=[CH:33][C:42]=3[CH2:41][CH2:40][C:39]=2[NH:1][C:2]2[C:3]1=[C:4]([C:5]([OH:7])=[O:6])[CH:10]=[CH:11][CH:12]=2. (4) Given the reactants [CH3:1][N:2]([S:12]([CH3:15])(=[O:14])=[O:13])[C:3]1[NH:7][N:6]=[N:5][C:4]=1[C:8]([O:10]C)=[O:9].[OH-].[Na+], predict the reaction product. The product is: [CH3:1][N:2]([S:12]([CH3:15])(=[O:14])=[O:13])[C:3]1[NH:7][N:6]=[N:5][C:4]=1[C:8]([OH:10])=[O:9]. (5) Given the reactants [F:1][C:2]1[CH:3]=[CH:4][CH:5]=[C:6]2[C:10]=1[NH:9][N:8]=[C:7]2[C:11]1[CH:16]=[CH:15][C:14]([O:17][CH3:18])=[CH:13][CH:12]=1.[H-].[Na+].I[CH2:22][CH2:23][CH3:24], predict the reaction product. The product is: [F:1][C:2]1[C:10]2[C:6](=[C:7]([C:11]3[CH:16]=[CH:15][C:14]([O:17][CH3:18])=[CH:13][CH:12]=3)[N:8]([CH2:22][CH2:23][CH3:24])[N:9]=2)[CH:5]=[CH:4][CH:3]=1. (6) The product is: [N:60]1[C:59]2[C:54](=[N:55][CH:56]=[CH:57][CH:58]=2)[S:53][C:52]=1[NH:31][C@H:32]1[CH2:36][CH2:35][CH2:34][C@@H:33]1[NH:37][C:38](=[O:50])[C:39]1[CH:44]=[CH:43][CH:42]=[CH:41][C:40]=1[N:45]1[N:46]=[CH:47][CH:48]=[N:49]1. Given the reactants O1C2C=CC=CC=2N=C1N[C@H]1CCC[C@@H]1NC(=O)C1C=CC=CC=1N1N=CC=N1.Cl.[NH2:31][C@H:32]1[CH2:36][CH2:35][CH2:34][C@@H:33]1[NH:37][C:38](=[O:50])[C:39]1[CH:44]=[CH:43][CH:42]=[CH:41][C:40]=1[N:45]1[N:49]=[CH:48][CH:47]=[N:46]1.Cl[C:52]1[S:53][C:54]2[C:59]([N:60]=1)=[CH:58][CH:57]=[CH:56][N:55]=2, predict the reaction product. (7) Given the reactants FC1C=CC=CC=1C1CCCN(C(C2C=CN=C(N(C)C)C=2)=O)C1.Cl.[Cl:26][C:27]1[CH:32]=[CH:31][C:30]([CH:33]2[CH2:38][CH2:37][CH2:36][NH:35][CH2:34]2)=[C:29]([C:39]([F:42])([F:41])[F:40])[CH:28]=1.[CH3:43][C:44]1[CH:45]=[C:46]([CH:50]=[CH:51][N:52]=1)[C:47](O)=[O:48], predict the reaction product. The product is: [Cl:26][C:27]1[CH:32]=[CH:31][C:30]([CH:33]2[CH2:38][CH2:37][CH2:36][N:35]([C:47]([C:46]3[CH:50]=[CH:51][N:52]=[C:44]([CH3:43])[CH:45]=3)=[O:48])[CH2:34]2)=[C:29]([C:39]([F:42])([F:40])[F:41])[CH:28]=1.